From a dataset of Full USPTO retrosynthesis dataset with 1.9M reactions from patents (1976-2016). Predict the reactants needed to synthesize the given product. Given the product [C:2]([O:6][C:7]([N:9]1[C:17]2[CH2:16][CH2:15][N:14]([CH:18]([C:26]3[CH:31]=[CH:30][CH:29]=[CH:28][C:27]=3[Cl:32])[CH2:19][CH2:20][CH2:21][CH2:22][C:23]([C:7]([O:6][CH2:2][CH3:3])=[O:8])([CH3:24])[CH3:25])[CH2:13][C:12]=2[CH:11]=[CH:10]1)=[O:8])([CH3:4])([CH3:5])[CH3:3], predict the reactants needed to synthesize it. The reactants are: [Br-].[C:2]([O:6][C:7]([N:9]1[C:17]2[CH:16]=[CH:15][N+:14]([CH:18]([C:26]3[CH:31]=[CH:30][CH:29]=[CH:28][C:27]=3[Cl:32])[CH2:19][CH2:20][CH2:21][CH2:22][CH:23]([CH3:25])[CH3:24])=[CH:13][C:12]=2[CH:11]=[CH:10]1)=[O:8])([CH3:5])([CH3:4])[CH3:3].[BH4-].[Na+].